From a dataset of Full USPTO retrosynthesis dataset with 1.9M reactions from patents (1976-2016). Predict the reactants needed to synthesize the given product. Given the product [CH3:26][C:25]1[CH:24]=[C:23]2[C:19](=[CH:18][C:17]=1[CH3:16])[C:20](=[O:34])[N:21]([C:28]1[CH:29]=[N:30][CH:31]=[CH:32][CH:33]=1)[C:22]2([CH2:10][CH2:11][CH2:12][CH2:13][CH2:14][CH3:15])[OH:27], predict the reactants needed to synthesize it. The reactants are: N[C@H](C=O)CCSC.Br[CH2:10][CH2:11][CH2:12][CH2:13][CH2:14][CH3:15].[CH3:16][C:17]1[CH:18]=[C:19]2[C:23](=[CH:24][C:25]=1[CH3:26])[C:22](=[O:27])[N:21]([C:28]1[CH:29]=[N:30][CH:31]=[CH:32][CH:33]=1)[C:20]2=[O:34].[NH4+].[Cl-].